From a dataset of Forward reaction prediction with 1.9M reactions from USPTO patents (1976-2016). Predict the product of the given reaction. (1) Given the reactants [CH:1]1([N:8]2[C:12]3[N:13]=[C:14]([NH:17][C:18]4[CH:26]=[CH:25][C:21]([C:22]([OH:24])=O)=[CH:20][N:19]=4)[N:15]=[CH:16][C:11]=3[CH:10]=[C:9]2[C:27](=[O:31])[N:28]([CH3:30])[CH3:29])[CH2:7][CH2:6][CH2:5][CH2:4][CH2:3][CH2:2]1.[Li+].[Cl-].[OH:34][CH:35]1[C@H:40]2[CH2:41][NH:42][CH2:43][C@@H:36]1[CH2:37][N:38]([C:44]([O:46][C:47]([CH3:50])([CH3:49])[CH3:48])=[O:45])[CH2:39]2, predict the reaction product. The product is: [CH:1]1([N:8]2[C:12]3[N:13]=[C:14]([NH:17][C:18]4[CH:26]=[CH:25][C:21]([C:22]([N:42]5[CH2:41][C@H:40]6[CH:35]([OH:34])[C@H:36]([CH2:37][N:38]([C:44]([O:46][C:47]([CH3:50])([CH3:49])[CH3:48])=[O:45])[CH2:39]6)[CH2:43]5)=[O:24])=[CH:20][N:19]=4)[N:15]=[CH:16][C:11]=3[CH:10]=[C:9]2[C:27](=[O:31])[N:28]([CH3:29])[CH3:30])[CH2:2][CH2:3][CH2:4][CH2:5][CH2:6][CH2:7]1. (2) Given the reactants C[O:2][C:3](=O)[C:4]1[CH:9]=[CH:8][CH:7]=[C:6]([NH:10][C:11]2[N:16]=[C:15]([O:17][C:18]3[CH:23]=[CH:22][C:21]([C:24]([CH3:27])([CH3:26])[CH3:25])=[CH:20][CH:19]=3)[N:14]=[C:13]([O:28][C:29]3[CH:34]=[CH:33][CH:32]=[CH:31][CH:30]=3)[N:12]=2)[CH:5]=1.CC(C[AlH]CC(C)C)C.C(Cl)Cl.CCCCCC.CCCCCC, predict the reaction product. The product is: [C:24]([C:21]1[CH:22]=[CH:23][C:18]([O:17][C:15]2[N:14]=[C:13]([O:28][C:29]3[CH:34]=[CH:33][CH:32]=[CH:31][CH:30]=3)[N:12]=[C:11]([NH:10][C:6]3[CH:5]=[C:4]([CH2:3][OH:2])[CH:9]=[CH:8][CH:7]=3)[N:16]=2)=[CH:19][CH:20]=1)([CH3:27])([CH3:25])[CH3:26]. (3) Given the reactants [CH3:1][C:2]1([CH3:23])[C:10]2[C:5](=[CH:6][C:7]([N+:12]([O-])=O)=[CH:8][C:9]=2[CH3:11])[N:4]([C:15]([O:17][C:18]([CH3:21])([CH3:20])[CH3:19])=[O:16])[C:3]1=[O:22], predict the reaction product. The product is: [NH2:12][C:7]1[CH:6]=[C:5]2[C:10]([C:2]([CH3:23])([CH3:1])[C:3](=[O:22])[N:4]2[C:15]([O:17][C:18]([CH3:19])([CH3:20])[CH3:21])=[O:16])=[C:9]([CH3:11])[CH:8]=1. (4) Given the reactants C[O:2][C:3](=[O:24])[C@H:4]([CH3:23])[N:5]([S:13]([C:16]1[CH:21]=[CH:20][CH:19]=[C:18]([NH2:22])[CH:17]=1)(=[O:15])=[O:14])[C:6]1[CH:11]=[CH:10][CH:9]=[CH:8][C:7]=1[OH:12].[OH-].[Na+].O.Cl, predict the reaction product. The product is: [NH2:22][C:18]1[CH:17]=[C:16]([S:13]([N:5]([C:6]2[CH:11]=[CH:10][CH:9]=[CH:8][C:7]=2[OH:12])[C@H:4]([C:3]([OH:24])=[O:2])[CH3:23])(=[O:15])=[O:14])[CH:21]=[CH:20][CH:19]=1. (5) Given the reactants [F:1][C:2]1[CH:3]=[C:4]([CH:8]=[CH:9][C:10]=1[N+:11]([O-:13])=[O:12])[C:5](Cl)=[O:6].[CH2:14]([N:16](CC)[CH2:17]C)C.CNC.O, predict the reaction product. The product is: [F:1][C:2]1[CH:3]=[C:4]([CH:8]=[CH:9][C:10]=1[N+:11]([O-:13])=[O:12])[C:5]([N:16]([CH3:17])[CH3:14])=[O:6]. (6) Given the reactants [Cl:1][C:2]1[CH:3]=[C:4]([NH:17][C:18]2[C:19]3[CH:26]=[C:25]([C:27]#[CH:28])[S:24][C:20]=3[N:21]=[CH:22][N:23]=2)[CH:5]=[CH:6][C:7]=1[O:8][CH2:9][C:10]1[CH:15]=[CH:14][CH:13]=[C:12]([F:16])[CH:11]=1.I[C:30]1[CH:35]=[CH:34][CH:33]=[CH:32][N:31]=1.C(N(CC)CC)C.N#N, predict the reaction product. The product is: [Cl:1][C:2]1[CH:3]=[C:4]([NH:17][C:18]2[C:19]3[CH:26]=[C:25]([C:27]#[C:28][C:30]4[CH:35]=[CH:34][CH:33]=[CH:32][N:31]=4)[S:24][C:20]=3[N:21]=[CH:22][N:23]=2)[CH:5]=[CH:6][C:7]=1[O:8][CH2:9][C:10]1[CH:15]=[CH:14][CH:13]=[C:12]([F:16])[CH:11]=1. (7) Given the reactants FC1[CH:3]=[C:4]([CH:29]=CC=1OC)[C:5]([N:7]1[C:16]2[C:11](=[CH:12][CH:13]=[CH:14][CH:15]=2)[C@H:10]([N:17]([C:22]2[CH:27]=[CH:26][CH:25]=[CH:24][CH:23]=2)[C:18](=[O:21])[CH2:19][CH3:20])[CH2:9][C@@H:8]1[CH3:28])=[O:6].[F:34][C:35]1C=C(C=CC=1OC)C(Cl)=O.O1C=CC=C1C(Cl)=O.[C:54](Cl)(=[O:57])[CH2:55][CH3:56].C(Cl)(=O)C, predict the reaction product. The product is: [F:34][CH2:35][O:57][C:54]1[CH:29]=[C:4]([CH:3]=[CH:56][CH:55]=1)[C:5]([N:7]1[C:16]2[C:11](=[CH:12][CH:13]=[CH:14][CH:15]=2)[C@H:10]([N:17]([C:22]2[CH:23]=[CH:24][CH:25]=[CH:26][CH:27]=2)[C:18](=[O:21])[CH2:19][CH3:20])[CH2:9][C@@H:8]1[CH3:28])=[O:6]. (8) The product is: [F:14][C:2]([F:1])([C:7]([F:9])([F:8])[C:6]([F:11])([F:10])[C:5]1[NH:27][C:24]([C:21]2[CH:20]=[CH:19][C:18]([N+:15]([O-:17])=[O:16])=[CH:23][CH:22]=2)=[N:25][N:26]=1)[C:3]([OH:4])=[O:13]. Given the reactants [F:1][C:2]1([F:14])[C:7]([F:9])([F:8])[C:6]([F:11])([F:10])[C:5](=O)[O:4][C:3]1=[O:13].[N+:15]([C:18]1[CH:23]=[CH:22][C:21]([C:24](=[NH:27])[NH:25][NH2:26])=[CH:20][CH:19]=1)([O-:17])=[O:16].C(#N)C, predict the reaction product.